From a dataset of Forward reaction prediction with 1.9M reactions from USPTO patents (1976-2016). Predict the product of the given reaction. (1) Given the reactants [CH:1]1([N:5]2[CH2:11][CH2:10][C:9]3[CH:12]=[CH:13][C:14]([O:16][C:17]4[CH:22]=[CH:21][C:20](I)=[CH:19][N:18]=4)=[CH:15][C:8]=3[CH2:7][CH2:6]2)[CH2:4][CH2:3][CH2:2]1.[NH:24]1[CH2:29][CH2:28][CH2:27][CH2:26][C:25]1=[O:30].C1(N2CCC3C=CC(OC4N=CC(N5CCCC5=O)=CC=4)=CC=3CC2)CCC1, predict the reaction product. The product is: [CH:1]1([N:5]2[CH2:11][CH2:10][C:9]3[CH:12]=[CH:13][C:14]([O:16][C:17]4[N:18]=[CH:19][C:20]([N:24]5[CH2:29][CH2:28][CH2:27][CH2:26][C:25]5=[O:30])=[CH:21][CH:22]=4)=[CH:15][C:8]=3[CH2:7][CH2:6]2)[CH2:4][CH2:3][CH2:2]1. (2) Given the reactants [Cl:1][C:2]1[CH:3]=[C:4]([N:9]2[C:13]([CH3:14])=[CH:12][C:11]([O:15][CH2:16][CH2:17][N:18]3[CH2:22][CH2:21][CH:20]([NH:23]C(=O)C)[CH2:19]3)=[N:10]2)[CH:5]=[CH:6][C:7]=1[Cl:8].Cl.[OH-].[Na+], predict the reaction product. The product is: [Cl:1][C:2]1[CH:3]=[C:4]([N:9]2[C:13]([CH3:14])=[CH:12][C:11]([O:15][CH2:16][CH2:17][N:18]3[CH2:22][CH2:21][CH:20]([NH2:23])[CH2:19]3)=[N:10]2)[CH:5]=[CH:6][C:7]=1[Cl:8]. (3) Given the reactants [CH3:1][O:2][C:3]1[CH:4]=[C:5]([C:11]2[C@@H:20]3[C@@H:15]([CH2:16][CH2:17][CH2:18][CH2:19]3)[C:14](=[O:21])[N:13]([CH:22]3[CH2:27][CH2:26][N:25]([C:28](=[O:42])[C@@H:29]([NH:34]C(=O)OC(C)(C)C)[C@@H:30]([CH3:33])[CH2:31][CH3:32])[CH2:24][CH2:23]3)[N:12]=2)[CH:6]=[CH:7][C:8]=1[O:9][CH3:10].[ClH:43], predict the reaction product. The product is: [ClH:43].[NH2:34][C@@H:29]([C@@H:30]([CH3:33])[CH2:31][CH3:32])[C:28]([N:25]1[CH2:24][CH2:23][CH:22]([N:13]2[N:12]=[C:11]([C:5]3[CH:6]=[CH:7][C:8]([O:9][CH3:10])=[C:3]([O:2][CH3:1])[CH:4]=3)[C@@H:20]3[C@@H:15]([CH2:16][CH2:17][CH2:18][CH2:19]3)[C:14]2=[O:21])[CH2:27][CH2:26]1)=[O:42]. (4) Given the reactants [CH3:1][O:2][C:3]1[C:8]2[N:9]=[C:10]([C:12]([OH:14])=O)[S:11][C:7]=2[C:6]([N:15]2[CH2:20][CH2:19][O:18][CH2:17][CH2:16]2)=[CH:5][CH:4]=1.C(N1C=CN=C1)(N1C=CN=C1)=O.Cl.[NH2:34][CH2:35][C:36]([C:38]1[S:39][CH:40]=[CH:41][CH:42]=1)=[O:37].C(N(CC)CC)C, predict the reaction product. The product is: [O:37]=[C:36]([C:38]1[S:39][CH:40]=[CH:41][CH:42]=1)[CH2:35][NH:34][C:12]([C:10]1[S:11][C:7]2[C:6]([N:15]3[CH2:20][CH2:19][O:18][CH2:17][CH2:16]3)=[CH:5][CH:4]=[C:3]([O:2][CH3:1])[C:8]=2[N:9]=1)=[O:14]. (5) Given the reactants [I:1]I.[CH2:3]([N:5]([CH2:38][CH3:39])[CH2:6][CH2:7][NH:8][C:9]([C:11]1[C:24]2[C:15](=[N:16][C:17]3[C:22]([N:23]=2)=[CH:21][CH:20]=[C:19]([Sn](CCCC)(CCCC)CCCC)[CH:18]=3)[CH:14]=[CH:13][CH:12]=1)=[O:10])[CH3:4].C(=O)([O-])[O-].[Na+].[Na+], predict the reaction product. The product is: [CH2:3]([N:5]([CH2:38][CH3:39])[CH2:6][CH2:7][NH:8][C:9]([C:11]1[C:24]2[C:15](=[N:16][C:17]3[C:22]([N:23]=2)=[CH:21][CH:20]=[C:19]([I:1])[CH:18]=3)[CH:14]=[CH:13][CH:12]=1)=[O:10])[CH3:4]. (6) Given the reactants [F:1][C:2]1[CH:7]=[CH:6][C:5]([N:8]2[C:16]3[C:11](=[CH:12][C:13]([O:17][C@H:18]([C:22]4[CH:27]=[CH:26][CH:25]=[C:24]([O:28][CH3:29])[CH:23]=4)[C@@H:19]([NH2:21])[CH3:20])=[CH:14][CH:15]=3)[CH:10]=[N:9]2)=[CH:4][CH:3]=1.[CH3:30][C:31]1[S:35][CH:34]=[N:33][C:32]=1[C:36](O)=[O:37], predict the reaction product. The product is: [F:1][C:2]1[CH:3]=[CH:4][C:5]([N:8]2[C:16]3[C:11](=[CH:12][C:13]([O:17][C@H:18]([C:22]4[CH:27]=[CH:26][CH:25]=[C:24]([O:28][CH3:29])[CH:23]=4)[C@@H:19]([NH:21][C:36]([C:32]4[N:33]=[CH:34][S:35][C:31]=4[CH3:30])=[O:37])[CH3:20])=[CH:14][CH:15]=3)[CH:10]=[N:9]2)=[CH:6][CH:7]=1.